Dataset: NCI-60 drug combinations with 297,098 pairs across 59 cell lines. Task: Regression. Given two drug SMILES strings and cell line genomic features, predict the synergy score measuring deviation from expected non-interaction effect. Drug 1: C(CC(=O)O)C(=O)CN.Cl. Drug 2: C1CNP(=O)(OC1)N(CCCl)CCCl. Cell line: SF-539. Synergy scores: CSS=10.8, Synergy_ZIP=-3.85, Synergy_Bliss=-0.795, Synergy_Loewe=-4.13, Synergy_HSA=-0.496.